This data is from Reaction yield outcomes from USPTO patents with 853,638 reactions. The task is: Predict the reaction yield, written as a fraction of the theoretical maximum amount of product (1.0 means a 100% yield; for example, 0.34 means a 34% yield). The reactants are [N+:1]([C:4]1[CH:5]=[N:6][NH:7][CH:8]=1)([O-:3])=[O:2].CS(O[CH2:14][CH:15]1[CH2:18][O:17][CH2:16]1)(=O)=O.C(=O)([O-])[O-].[Cs+].[Cs+].[Cl-].[NH4+]. The catalyst is C(#N)C. The product is [N+:1]([C:4]1[CH:5]=[N:6][N:7]([CH2:14][CH:15]2[CH2:18][O:17][CH2:16]2)[CH:8]=1)([O-:3])=[O:2]. The yield is 0.990.